Task: Predict which catalyst facilitates the given reaction.. Dataset: Catalyst prediction with 721,799 reactions and 888 catalyst types from USPTO (1) Reactant: [NH2:1][C:2]1[C:11]2[N:10]=[CH:9][CH:8]=[CH:7][C:6]=2[C:5]2[CH:12]=[CH:13][C:14]([CH:16]=[O:17])=[CH:15][C:4]=2[N:3]=1.[Li][CH3:19]. Product: [NH2:1][C:2]1[C:11]2[N:10]=[CH:9][CH:8]=[CH:7][C:6]=2[C:5]2[CH:12]=[CH:13][C:14]([CH:16]([OH:17])[CH3:19])=[CH:15][C:4]=2[N:3]=1. The catalyst class is: 1. (2) Reactant: [F:1][C:2]1[CH:3]=[C:4]2[C:8](=[CH:9][CH:10]=1)[N:7]([S:11]([CH3:14])(=[O:13])=[O:12])[CH:6]=[C:5]2[C:15]([O:17]C(C)(C)C)=[O:16].Cl. Product: [F:1][C:2]1[CH:3]=[C:4]2[C:8](=[CH:9][CH:10]=1)[N:7]([S:11]([CH3:14])(=[O:13])=[O:12])[CH:6]=[C:5]2[C:15]([OH:17])=[O:16]. The catalyst class is: 25. (3) Reactant: [OH:1][CH:2]1[CH2:7][CH2:6][N:5]([C:8]([O:10][C:11]([CH3:14])([CH3:13])[CH3:12])=[O:9])[CH2:4][CH2:3]1.C(N(CC)CC)C.Cl[C:23]([O:25][C:26]1[CH:31]=[CH:30][C:29]([N+:32]([O-:34])=[O:33])=[CH:28][CH:27]=1)=[O:24]. Product: [N+:32]([C:29]1[CH:30]=[CH:31][C:26]([O:25][C:23]([O:1][CH:2]2[CH2:3][CH2:4][N:5]([C:8]([O:10][C:11]([CH3:14])([CH3:13])[CH3:12])=[O:9])[CH2:6][CH2:7]2)=[O:24])=[CH:27][CH:28]=1)([O-:34])=[O:33]. The catalyst class is: 2. (4) Reactant: [CH3:1][C:2]1[O:6][C:5]([C@@H:7]2[CH2:12][O:11][CH2:10][CH2:9][N:8]2C(OC(C)(C)C)=O)=[N:4][N:3]=1.[ClH:20]. Product: [ClH:20].[CH3:1][C:2]1[O:6][C:5]([C@@H:7]2[CH2:12][O:11][CH2:10][CH2:9][NH:8]2)=[N:4][N:3]=1. The catalyst class is: 12. (5) Reactant: Cl.[CH3:2][C:3]1[CH:16]=[CH:15][CH:14]=[CH:13][C:4]=1[O:5][CH2:6][CH:7]1[CH2:12][CH2:11][NH:10][CH2:9][CH2:8]1.[CH3:17][O:18][C:19]1[C:20]([CH:25]=O)=[N:21][CH:22]=[CH:23][N:24]=1.C(O[BH-](OC(=O)C)OC(=O)C)(=O)C.[Na+].C(=O)([O-])[O-].[Na+].[Na+]. Product: [CH3:17][O:18][C:19]1[C:20]([CH2:25][N:10]2[CH2:11][CH2:12][CH:7]([CH2:6][O:5][C:4]3[CH:13]=[CH:14][CH:15]=[CH:16][C:3]=3[CH3:2])[CH2:8][CH2:9]2)=[N:21][CH:22]=[CH:23][N:24]=1. The catalyst class is: 96. (6) The catalyst class is: 554. Product: [Cl:13][C:14]1[CH:15]=[CH:16][C:17]([O:23][CH3:24])=[C:18]([CH:22]=1)[C:19]([NH:11][C:8]1[S:9][C:10]2[C:2]([CH3:12])([CH3:1])[O:3][CH2:4][CH2:5][C:6]=2[N:7]=1)=[O:20]. Reactant: [CH3:1][C:2]1([CH3:12])[C:10]2[S:9][C:8]([NH2:11])=[N:7][C:6]=2[CH2:5][CH2:4][O:3]1.[Cl:13][C:14]1[CH:15]=[CH:16][C:17]([O:23][CH3:24])=[C:18]([CH:22]=1)[C:19](O)=[O:20].CCN=C=NCCCN(C)C.Cl.ON1C2C=CC=CC=2N=N1.C(N(CC)CC)C. (7) Reactant: Cl[C:2]1[N:7]=[N:6][C:5]([C:8]([NH2:10])=[O:9])=[C:4]([NH:11][C:12]2[N:17]=[C:16]3[N:18]([CH3:21])[CH:19]=[CH:20][C:15]3=[CH:14][CH:13]=2)[CH:3]=1.[NH2:22][C@@H:23]1[CH2:28][CH2:27][CH2:26][CH2:25][C@@H:24]1[NH:29][C:30](=[O:36])[O:31][C:32]([CH3:35])([CH3:34])[CH3:33]. Product: [C:32]([O:31][C:30](=[O:36])[NH:29][C@H:24]1[CH2:25][CH2:26][CH2:27][CH2:28][C@H:23]1[NH:22][C:2]1[N:7]=[N:6][C:5]([C:8](=[O:9])[NH2:10])=[C:4]([NH:11][C:12]2[N:17]=[C:16]3[N:18]([CH3:21])[CH:19]=[CH:20][C:15]3=[CH:14][CH:13]=2)[CH:3]=1)([CH3:35])([CH3:33])[CH3:34]. The catalyst class is: 60.